From a dataset of Full USPTO retrosynthesis dataset with 1.9M reactions from patents (1976-2016). Predict the reactants needed to synthesize the given product. (1) The reactants are: [CH2:1]([NH:5][N:6]1[CH:10]=[CH:9][CH:8]=[CH:7]1)[CH2:2][CH2:3][CH3:4].[CH2:11]([O:13][C:14](=[O:26])[CH:15]([C:21](OCC)=[O:22])[C:16](OCC)=[O:17])[CH3:12]. Given the product [CH2:11]([O:13][C:14]([C:15]1[C:16](=[O:17])[N:5]([CH2:1][CH2:2][CH2:3][CH3:4])[N:6]2[CH:10]=[CH:9][CH:8]=[C:7]2[C:21]=1[OH:22])=[O:26])[CH3:12], predict the reactants needed to synthesize it. (2) Given the product [CH3:15][O:14][C:9]1[CH:10]=[CH:11][CH:12]=[CH:13][C:8]=1[C:6]1[CH:5]=[CH:4][N:3]=[C:2]([NH:16][C:17]2[CH:22]=[CH:21][C:20]([CH2:23][S:24]([NH:27][CH3:28])(=[O:26])=[O:25])=[CH:19][CH:18]=2)[N:7]=1, predict the reactants needed to synthesize it. The reactants are: Cl[C:2]1[N:7]=[C:6]([C:8]2[CH:13]=[CH:12][CH:11]=[CH:10][C:9]=2[O:14][CH3:15])[CH:5]=[CH:4][N:3]=1.[NH2:16][C:17]1[CH:22]=[CH:21][C:20]([CH2:23][S:24]([NH:27][CH3:28])(=[O:26])=[O:25])=[CH:19][CH:18]=1.